The task is: Predict the product of the given reaction.. This data is from Forward reaction prediction with 1.9M reactions from USPTO patents (1976-2016). (1) Given the reactants C([O-])([O-])=O.[K+].[K+].Br[CH2:8][CH:9]=[CH2:10].[CH2:11]([O:13][C:14](=[O:23])[C:15]1[CH:20]=[CH:19][C:18]([Cl:21])=[C:17]([OH:22])[CH:16]=1)[CH3:12], predict the reaction product. The product is: [CH2:11]([O:13][C:14](=[O:23])[C:15]1[CH:20]=[CH:19][C:18]([Cl:21])=[C:17]([O:22][CH2:10][CH:9]=[CH2:8])[CH:16]=1)[CH3:12]. (2) The product is: [NH:25]1[CH:29]=[CH:28][C:27]([C:30]2[CH:31]=[CH:32][C:33]([C:34]([NH:60][CH2:59][C:55]3[CH:56]=[C:57]4[C:52](=[CH:53][CH:54]=3)[NH:51][C:50]([C:49]([F:62])([F:48])[F:61])=[CH:58]4)=[O:36])=[CH:37][CH:38]=2)=[N:26]1. Given the reactants CN(C(ON1N=NC2C=CC=NC1=2)=[N+](C)C)C.F[P-](F)(F)(F)(F)F.[NH:25]1[CH:29]=[CH:28][C:27]([C:30]2[CH:38]=[CH:37][C:33]([C:34]([OH:36])=O)=[CH:32][CH:31]=2)=[N:26]1.CCN(C(C)C)C(C)C.[F:48][C:49]([F:62])([F:61])[C:50]1[NH:51][C:52]2[C:57]([CH:58]=1)=[CH:56][C:55]([CH2:59][NH2:60])=[CH:54][CH:53]=2, predict the reaction product. (3) The product is: [NH3:14].[Br:40][C:38]1[CH:37]=[CH:36][C:35]([F:41])=[C:34]([C:19]23[CH2:21][NH:22][CH2:23][CH:18]2[CH2:17][S:16][C:15]([NH:14][C:6](=[O:13])[C:7]2[CH:12]=[CH:11][CH:10]=[CH:9][CH:8]=2)=[N:20]3)[CH:39]=1. Given the reactants I[Si](C)(C)C.[C:6]([NH:14][C:15]1[S:16][CH2:17][CH:18]2[CH2:23][N:22](C(OCC3C=CC=CC=3)=O)[CH2:21][C:19]2([C:34]2[CH:39]=[C:38]([Br:40])[CH:37]=[CH:36][C:35]=2[F:41])[N:20]=1)(=[O:13])[C:7]1[CH:12]=[CH:11][CH:10]=[CH:9][CH:8]=1, predict the reaction product. (4) Given the reactants [OH:1][B:2]1[C:6]2[CH:7]=[C:8]([NH:11][S:12]([C:15]3[CH:20]=[CH:19][C:18]([N+:21]([O-])=O)=[C:17]([C:24]([F:27])([F:26])[F:25])[CH:16]=3)(=[O:14])=[O:13])[CH:9]=[CH:10][C:5]=2[CH2:4][O:3]1, predict the reaction product. The product is: [NH2:21][C:18]1[CH:19]=[CH:20][C:15]([S:12]([NH:11][C:8]2[CH:9]=[CH:10][C:5]3[CH2:4][O:3][B:2]([OH:1])[C:6]=3[CH:7]=2)(=[O:13])=[O:14])=[CH:16][C:17]=1[C:24]([F:25])([F:27])[F:26]. (5) Given the reactants Cl.[CH3:2][C:3]1[C:7]([CH2:8][N:9]2[CH:13]=[C:12]([NH2:14])[CH:11]=[N:10]2)=[C:6]([CH3:15])[O:5][N:4]=1.[CH3:16][O:17][C:18]1[C:19]([C:28](O)=[O:29])=[CH:20][C:21]2[O:26][CH2:25][CH2:24][O:23][C:22]=2[CH:27]=1, predict the reaction product. The product is: [CH3:2][C:3]1[C:7]([CH2:8][N:9]2[CH:13]=[C:12]([NH:14][C:28]([C:19]3[C:18]([O:17][CH3:16])=[CH:27][C:22]4[O:23][CH2:24][CH2:25][O:26][C:21]=4[CH:20]=3)=[O:29])[CH:11]=[N:10]2)=[C:6]([CH3:15])[O:5][N:4]=1. (6) Given the reactants [CH3:1][O:2][C:3]1[CH:24]=[CH:23][C:6]2[NH:7][C:8]([S@:10]([CH2:12][C:13]3[C:18]([CH3:19])=[C:17]([O:20][CH3:21])[C:16]([CH3:22])=[CH:15][N:14]=3)=[O:11])=[N:9][C:5]=2[CH:4]=1.[C:25](=[O:37])([O:34][CH2:35][CH3:36])[O:26][CH2:27][CH2:28][N:29]([C:31](Cl)=[O:32])[CH3:30].C(N(CC)CC)C.C(=O)(OCCN(C(N1C2C=C(OC)C=CC=2N=C1[S@](CC1C(C)=C(OC)C(C)=CN=1)=O)=O)C)OCC, predict the reaction product. The product is: [C:25](=[O:37])([O:26][CH2:27][CH2:28][N:29]([C:31]([N:7]1[C:6]2[CH:23]=[CH:24][C:3]([O:2][CH3:1])=[CH:4][C:5]=2[N:9]=[C:8]1[S@:10]([CH2:12][C:13]1[C:18]([CH3:19])=[C:17]([O:20][CH3:21])[C:16]([CH3:22])=[CH:15][N:14]=1)=[O:11])=[O:32])[CH3:30])[O:34][CH2:35][CH3:36]. (7) Given the reactants [C:1]([CH2:3][C@@:4]1([C:30]([O:32]C)=O)[CH2:8][CH2:7][C@H:6]([C:9]2[CH:14]=[CH:13][C:12]([O:15]CC3C=CC=CC=3)=[CH:11][CH:10]=2)[N:5]1[C:23]([O:25][C:26]([CH3:29])([CH3:28])[CH3:27])=[O:24])#[N:2], predict the reaction product. The product is: [OH:15][C:12]1[CH:13]=[CH:14][C:9]([C@H:6]2[CH2:7][CH2:8][C@:4]3([CH2:3][CH2:1][NH:2][C:30]3=[O:32])[N:5]2[C:23]([O:25][C:26]([CH3:27])([CH3:28])[CH3:29])=[O:24])=[CH:10][CH:11]=1. (8) The product is: [Cl:1][C:2]1[C:3]([N:12]2[CH:16]=[C:15]([CH:17]=[O:18])[C:14]([CH3:21])=[N:13]2)=[N:4][CH:5]=[C:6]([C:8]([F:10])([F:11])[F:9])[CH:7]=1. Given the reactants [Cl:1][C:2]1[C:3]([N:12]2[CH:16]=[C:15]([C:17](OC)=[O:18])[C:14]([CH3:21])=[N:13]2)=[N:4][CH:5]=[C:6]([C:8]([F:11])([F:10])[F:9])[CH:7]=1.[H-].C([Al+]CC(C)C)C(C)C.Cl, predict the reaction product. (9) Given the reactants Br[CH2:2][CH2:3][N:4]1[C:12]([S:13][C:14]2[CH:19]=[C:18]([Cl:20])[CH:17]=[C:16]([Cl:21])[CH:15]=2)=[N:11][C:10]2[C:5]1=[N:6][CH:7]=[N:8][C:9]=2[NH2:22].[CH3:23][N:24]1[CH2:29][CH2:28][NH:27][CH2:26][CH2:25]1, predict the reaction product. The product is: [Cl:21][C:16]1[CH:15]=[C:14]([S:13][C:12]2[N:4]([CH2:3][CH2:2][N:27]3[CH2:28][CH2:29][N:24]([CH3:23])[CH2:25][CH2:26]3)[C:5]3[C:10]([N:11]=2)=[C:9]([NH2:22])[N:8]=[CH:7][N:6]=3)[CH:19]=[C:18]([Cl:20])[CH:17]=1. (10) Given the reactants [CH3:1][NH:2]C(C1C(=O)C(C2C=CN=C(C(F)(F)F)C=2)=C(C)N(C(C2C=CC(Br)=CN=2)C)C=1)=O.[CH2:32]([NH:34][C:35]([C:37]1[C:42](=[O:43])[C:41]([C:44]2[CH:49]=[CH:48][CH:47]=[C:46]([C:50]([F:53])([F:52])[F:51])[CH:45]=2)=[C:40]([CH3:54])[N:39]([CH:55]([C:58]2[CH:63]=[CH:62][C:61](Br)=[CH:60][CH:59]=2)[CH2:56][CH3:57])[CH:38]=1)=[O:36])[CH3:33], predict the reaction product. The product is: [CH2:32]([NH:34][C:35]([C:37]1[C:42](=[O:43])[C:41]([C:44]2[CH:49]=[CH:48][CH:47]=[C:46]([C:50]([F:53])([F:52])[F:51])[CH:45]=2)=[C:40]([CH3:54])[N:39]([CH:55]([C:58]2[CH:63]=[CH:62][C:61]([C:1]#[N:2])=[CH:60][CH:59]=2)[CH2:56][CH3:57])[CH:38]=1)=[O:36])[CH3:33].